This data is from Full USPTO retrosynthesis dataset with 1.9M reactions from patents (1976-2016). The task is: Predict the reactants needed to synthesize the given product. (1) Given the product [CH3:26][O:27][C:28]([C:40]1[CH:41]=[N:42][C:37]([O:9][C:6]2[CH:5]=[CH:4][C:3]([CH:10]([CH3:25])[C:11]([OH:16])([C:17]3[CH:18]=[CH:19][C:20](=[O:24])[N:21]([CH3:23])[CH:22]=3)[C:12]([F:15])([F:13])[F:14])=[C:2]([Cl:1])[C:7]=2[Cl:8])=[CH:38][N:39]=1)=[O:29], predict the reactants needed to synthesize it. The reactants are: [Cl:1][C:2]1[C:7]([Cl:8])=[C:6]([OH:9])[CH:5]=[CH:4][C:3]=1[CH:10]([CH3:25])[C:11]([C:17]1[CH:18]=[CH:19][C:20](=[O:24])[N:21]([CH3:23])[CH:22]=1)([OH:16])[C:12]([F:15])([F:14])[F:13].[CH3:26][O:27][C:28](N1C=CC(Cl)=CN1)=[O:29].[CH2:37]1[N:42]2CC[N:39]([CH2:40][CH2:41]2)[CH2:38]1. (2) The reactants are: [NH2:1][CH2:2][CH2:3][CH2:4][C@@H:5]([CH2:9][C:10]1[N:11]=[CH:12][N:13]2[C:22]3[C:17](=[CH:18][CH:19]=[CH:20][CH:21]=3)[CH2:16][CH2:15][C:14]=12)[C:6]([OH:8])=[O:7].[CH3:23][CH:24]([CH3:44])[CH2:25][C:26]([O:28][CH:29]([O:31][C:32](OC1C=CC([N+]([O-])=O)=CC=1)=[O:33])[CH3:30])=[O:27].O. Given the product [CH:12]1[N:13]2[C:22]3[C:17]([CH2:16][CH2:15][C:14]2=[C:10]([CH2:9][C@H:5]([CH2:4][CH2:3][CH2:2][NH:1][C:32]([O:31][CH:29]([O:28][C:26](=[O:27])[CH2:25][CH:24]([CH3:44])[CH3:23])[CH3:30])=[O:33])[C:6]([OH:8])=[O:7])[N:11]=1)=[CH:18][CH:19]=[CH:20][CH:21]=3, predict the reactants needed to synthesize it. (3) Given the product [CH2:4]([O:5][Si:13]([C:16]([CH3:19])([CH3:18])[CH3:17])([CH3:15])[CH3:14])[C@H:2]1[O:3][CH2:1]1, predict the reactants needed to synthesize it. The reactants are: [CH2:1]1[O:3][C@@H:2]1[CH2:4][OH:5].C(N(CC)CC)C.[Si:13](Cl)([C:16]([CH3:19])([CH3:18])[CH3:17])([CH3:15])[CH3:14]. (4) Given the product [NH:15]1[CH2:16][CH2:17][CH:12]([C:8]2[CH:7]=[C:6]([NH:5][C:2](=[O:4])[CH3:3])[CH:11]=[CH:10][CH:9]=2)[CH2:13][CH2:14]1, predict the reactants needed to synthesize it. The reactants are: Cl.[C:2]([NH:5][C:6]1[CH:7]=[C:8]([CH:12]2[CH2:17][CH2:16][N:15](C(OC(C)(C)C)=O)[CH2:14][CH2:13]2)[CH:9]=[CH:10][CH:11]=1)(=[O:4])[CH3:3]. (5) Given the product [CH2:1]([NH:3][C:29]([C:26]1[CH:27]=[C:28]2[C:23](=[CH:24][CH:25]=1)[N:22]([CH:32]1[CH2:37][CH2:36][CH2:35][CH2:34][O:33]1)[N:21]=[C:20]2[C:15]1[CH:14]=[CH:13][C:12]2[C:17](=[CH:18][CH:19]=[C:10]([O:9][CH3:8])[CH:11]=2)[CH:16]=1)=[O:30])[CH3:2], predict the reactants needed to synthesize it. The reactants are: [CH2:1]([N:3](CC)CC)[CH3:2].[CH3:8][O:9][C:10]1[CH:11]=[C:12]2[C:17](=[CH:18][CH:19]=1)[CH:16]=[C:15]([C:20]1[C:28]3[C:23](=[CH:24][CH:25]=[C:26]([C:29](O)=[O:30])[CH:27]=3)[N:22]([CH:32]3[CH2:37][CH2:36][CH2:35][CH2:34][O:33]3)[N:21]=1)[CH:14]=[CH:13]2.C1C=CC2N(O)N=NC=2C=1.CCN=C=NCCCN(C)C.Cl.C(N)C.[OH-].[Na+]. (6) The reactants are: [Br:1][C:2]1[CH:12]=[CH:11][C:5]([C:6]([O:8][CH2:9][CH3:10])=[O:7])=[C:4]([CH2:13][C:14]([CH3:16])=[CH2:15])[C:3]=1[OH:17].C(O)=O.O. Given the product [Br:1][C:2]1[CH:12]=[CH:11][C:5]([C:6]([O:8][CH2:9][CH3:10])=[O:7])=[C:4]2[C:3]=1[O:17][C:14]([CH3:16])([CH3:15])[CH2:13]2, predict the reactants needed to synthesize it. (7) The reactants are: Cl[C:2]1[N:10]=[CH:9][N:8]=[C:7]2[C:3]=1[N:4]=[CH:5][N:6]2[CH:11]([CH2:14][CH2:15][CH2:16][CH2:17][CH3:18])[CH2:12][CH3:13].[NH3:19]. Given the product [CH3:13][CH2:12][CH:11]([N:6]1[CH:5]=[N:4][C:3]2[C:7]1=[N:8][CH:9]=[N:10][C:2]=2[NH2:19])[CH2:14][CH2:15][CH2:16][CH2:17][CH3:18], predict the reactants needed to synthesize it. (8) The reactants are: [N:1]([CH2:4][C@@H:5]1[O:9][C:8](=[O:10])[N:7]([C:11]2[CH:16]=[CH:15][C:14]([I:17])=[CH:13][CH:12]=2)[CH2:6]1)=[N+:2]=[N-:3].[CH:18]12CC(C=C1)C=[CH:19]2. Given the product [I:17][C:14]1[CH:15]=[CH:16][C:11]([N:7]2[CH2:6][C@H:5]([CH2:4][N:1]3[CH:19]=[CH:18][N:3]=[N:2]3)[O:9][C:8]2=[O:10])=[CH:12][CH:13]=1, predict the reactants needed to synthesize it.